From a dataset of Full USPTO retrosynthesis dataset with 1.9M reactions from patents (1976-2016). Predict the reactants needed to synthesize the given product. (1) Given the product [Cl:15][CH2:16][CH2:17][C:19]1[C:20]([F:30])=[CH:21][C:22]2[O:27][CH2:26][C:25](=[O:28])[NH:24][C:23]=2[CH:29]=1, predict the reactants needed to synthesize it. The reactants are: ClCCC1C=CC2OCC(=O)NC=2C=1.[Cl:15][CH2:16][C:17]([C:19]1[C:20]([F:30])=[CH:21][C:22]2[O:27][CH2:26][C:25](=[O:28])[NH:24][C:23]=2[CH:29]=1)=O. (2) The reactants are: Cl[C:2]1[NH:3][C:4]2[CH:10]=[C:9]([C:11]3[CH:16]=[CH:15][CH:14]=[CH:13][CH:12]=3)[CH:8]=[CH:7][C:5]=2[N:6]=1.[C:17]([O:21][C:22]([N:24]1[CH2:31][C@@H:30]2[C@@H:26]([CH2:27][NH:28][CH2:29]2)[CH2:25]1)=[O:23])([CH3:20])([CH3:19])[CH3:18]. Given the product [C:17]([O:21][C:22]([N:24]1[CH2:25][C@@H:26]2[C@@H:30]([CH2:29][N:28]([C:2]3[NH:3][C:4]4[CH:10]=[C:9]([C:11]5[CH:16]=[CH:15][CH:14]=[CH:13][CH:12]=5)[CH:8]=[CH:7][C:5]=4[N:6]=3)[CH2:27]2)[CH2:31]1)=[O:23])([CH3:20])([CH3:18])[CH3:19], predict the reactants needed to synthesize it.